Task: Predict which catalyst facilitates the given reaction.. Dataset: Catalyst prediction with 721,799 reactions and 888 catalyst types from USPTO Reactant: [CH:1]12[CH2:24][CH2:23][CH:4]([C:5]([C:7]3[N:12]=[C:11]4[N:13]([CH3:22])[C:14](=[O:21])[N:15]([CH2:16][C:17]([CH3:20])([CH3:19])[CH3:18])[C:10]4=[CH:9][CH:8]=3)=[CH:6]1)[CH2:3][NH:2]2.CCN(C(C)C)C(C)C.[CH3:34][S:35](Cl)(=[O:37])=[O:36]. Product: [CH3:18][C:17]([CH3:19])([CH3:20])[CH2:16][N:15]1[C:10]2[C:11](=[N:12][C:7]([C:5]3[CH:4]4[CH2:23][CH2:24][CH:1]([CH:6]=3)[N:2]([S:35]([CH3:34])(=[O:37])=[O:36])[CH2:3]4)=[CH:8][CH:9]=2)[N:13]([CH3:22])[C:14]1=[O:21]. The catalyst class is: 2.